Task: Predict the reactants needed to synthesize the given product.. Dataset: Full USPTO retrosynthesis dataset with 1.9M reactions from patents (1976-2016) The reactants are: [OH:1][C:2]1[CH2:6][O:5][C:4](=[O:7])[C:3]=1[CH3:8].N1C(C)=CC=CC=1C.[F:17][C:18]([F:31])([F:30])[S:19](O[S:19]([C:18]([F:31])([F:30])[F:17])(=[O:21])=[O:20])(=[O:21])=[O:20]. Given the product [F:17][C:18]([F:31])([F:30])[S:19]([O:1][C:2]1[CH2:6][O:5][C:4](=[O:7])[C:3]=1[CH3:8])(=[O:21])=[O:20], predict the reactants needed to synthesize it.